Predict the product of the given reaction. From a dataset of Forward reaction prediction with 1.9M reactions from USPTO patents (1976-2016). (1) Given the reactants Br[C:2]1[CH:10]=[C:9]2[C:5]([C:6]([C:24]3[CH:33]=[CH:32][C:27]([C:28]([O:30][CH3:31])=[O:29])=[CH:26][C:25]=3[F:34])=[N:7][N:8]2[C:11](=[O:23])[C:12]2[C:17]([C:18]([F:21])([F:20])[F:19])=[CH:16][CH:15]=[CH:14][C:13]=2[Cl:22])=[CH:4][CH:3]=1.[CH3:35][C:36]1([CH3:52])[C:40]([CH3:42])([CH3:41])[O:39][B:38]([B:38]2[O:39][C:40]([CH3:42])([CH3:41])[C:36]([CH3:52])([CH3:35])[O:37]2)[O:37]1.CC([O-])=O.[K+], predict the reaction product. The product is: [Cl:22][C:13]1[CH:14]=[CH:15][CH:16]=[C:17]([C:18]([F:19])([F:20])[F:21])[C:12]=1[C:11]([N:8]1[C:9]2[C:5](=[CH:4][CH:3]=[C:2]([B:38]3[O:39][C:40]([CH3:42])([CH3:41])[C:36]([CH3:52])([CH3:35])[O:37]3)[CH:10]=2)[C:6]([C:24]2[CH:33]=[CH:32][C:27]([C:28]([O:30][CH3:31])=[O:29])=[CH:26][C:25]=2[F:34])=[N:7]1)=[O:23]. (2) Given the reactants C(OC([N:8]1[CH2:13][CH2:12][CH2:11][CH:10]([C:14]2[O:18][N:17]=[C:16]([C:19]3[CH:24]=[CH:23][C:22]([O:25][CH3:26])=[CH:21][CH:20]=3)[N:15]=2)[CH2:9]1)=O)(C)(C)C.[ClH:27], predict the reaction product. The product is: [ClH:27].[CH3:26][O:25][C:22]1[CH:21]=[CH:20][C:19]([C:16]2[N:15]=[C:14]([CH:10]3[CH2:11][CH2:12][CH2:13][NH:8][CH2:9]3)[O:18][N:17]=2)=[CH:24][CH:23]=1. (3) The product is: [CH2:1]([O:8][C@H:9]1[CH2:14][CH2:13][CH2:12][CH2:11][C@@H:10]1[NH:15][C:16]1[CH:23]=[C:22]([N:24]2[C:32]3[CH2:31][C:30]([CH3:34])([CH3:33])[CH2:29][C:28](=[O:35])[C:27]=3[C:26]([CH3:36])=[CH:25]2)[CH:21]=[C:20]([F:37])[C:17]=1[C:18]([NH2:19])=[O:38])[C:2]1[CH:7]=[CH:6][CH:5]=[CH:4][CH:3]=1. Given the reactants [CH2:1]([O:8][C@H:9]1[CH2:14][CH2:13][CH2:12][CH2:11][C@@H:10]1[NH:15][C:16]1[CH:23]=[C:22]([N:24]2[C:32]3[CH2:31][C:30]([CH3:34])([CH3:33])[CH2:29][C:28](=[O:35])[C:27]=3[C:26]([CH3:36])=[CH:25]2)[CH:21]=[C:20]([F:37])[C:17]=1[C:18]#[N:19])[C:2]1[CH:7]=[CH:6][CH:5]=[CH:4][CH:3]=1.[OH-:38].[Na+].OO, predict the reaction product. (4) Given the reactants [CH:1]([C:4]1[CH:9]=[C:8]([CH:10]([CH3:12])[CH3:11])[C:7]([S:13]([C:16]2[CH:21]=[CH:20][CH:19]=[CH:18][CH:17]=2)(=[O:15])=[O:14])=[CH:6][C:5]=1[S:22](Cl)(=[O:24])=[O:23])([CH3:3])[CH3:2].[O:26]1[CH2:31][CH2:30][CH:29]([CH2:32][NH2:33])[CH2:28][CH2:27]1, predict the reaction product. The product is: [CH:1]([C:4]1[CH:9]=[C:8]([CH:10]([CH3:12])[CH3:11])[C:7]([S:13]([C:16]2[CH:21]=[CH:20][CH:19]=[CH:18][CH:17]=2)(=[O:15])=[O:14])=[CH:6][C:5]=1[S:22]([NH:33][CH2:32][CH:29]1[CH2:30][CH2:31][O:26][CH2:27][CH2:28]1)(=[O:24])=[O:23])([CH3:3])[CH3:2].